From a dataset of Full USPTO retrosynthesis dataset with 1.9M reactions from patents (1976-2016). Predict the reactants needed to synthesize the given product. Given the product [OH:1][CH2:2][CH:3]([N:8]([S:9]([C:12]1[CH:13]=[CH:14][C:15]([O:18][CH3:19])=[CH:16][CH:17]=1)(=[O:11])=[O:10])[CH2:27][C:26]1[CH:29]=[CH:30][CH:31]=[CH:32][C:25]=1[N+:22]([O-:24])=[O:23])[C:4]([O:6][CH3:7])=[O:5], predict the reactants needed to synthesize it. The reactants are: [OH:1][CH2:2][CH:3]([NH:8][S:9]([C:12]1[CH:17]=[CH:16][C:15]([O:18][CH3:19])=[CH:14][CH:13]=1)(=[O:11])=[O:10])[C:4]([O:6][CH3:7])=[O:5].[H-].[Na+].[N+:22]([C:25]1[CH:32]=[CH:31][CH:30]=[CH:29][C:26]=1[CH2:27]Br)([O-:24])=[O:23].